This data is from Peptide-MHC class I binding affinity with 185,985 pairs from IEDB/IMGT. The task is: Regression. Given a peptide amino acid sequence and an MHC pseudo amino acid sequence, predict their binding affinity value. This is MHC class I binding data. (1) The peptide sequence is RVRAAMKPI. The MHC is HLA-B08:01 with pseudo-sequence HLA-B08:01. The binding affinity (normalized) is 0.0847. (2) The peptide sequence is ETINEEAAEW. The MHC is HLA-A30:01 with pseudo-sequence HLA-A30:01. The binding affinity (normalized) is 0. (3) The peptide sequence is FFVYENAFL. The MHC is HLA-A26:01 with pseudo-sequence HLA-A26:01. The binding affinity (normalized) is 0.0392.